Predict the product of the given reaction. From a dataset of Forward reaction prediction with 1.9M reactions from USPTO patents (1976-2016). (1) Given the reactants Br[CH:2]1[C:8](=[O:9])[CH:7]=[C:6]([C:10]2[CH:15]=[CH:14][C:13]([O:16][CH3:17])=[C:12]([O:18][Si:19]([C:22]([CH3:25])([CH3:24])[CH3:23])([CH3:21])[CH3:20])[CH:11]=2)[C:5]2[CH:26]=[C:27]([O:34][CH3:35])[C:28]([O:32][CH3:33])=[C:29]([O:30][CH3:31])[C:4]=2[O:3]1.[CH2:36]([S-:38])[CH3:37].[Na+], predict the reaction product. The product is: [Si:19]([O:18][C:12]1[CH:11]=[C:10]([C:6]2[C:5]3[CH:26]=[C:27]([O:34][CH3:35])[C:28]([O:32][CH3:33])=[C:29]([O:30][CH3:31])[C:4]=3[O:3][CH:2]([S:38][CH2:36][CH3:37])[C:8](=[O:9])[CH:7]=2)[CH:15]=[CH:14][C:13]=1[O:16][CH3:17])([C:22]([CH3:25])([CH3:24])[CH3:23])([CH3:21])[CH3:20]. (2) The product is: [F:16][C:2]([F:1])([F:15])[C:3]1[CH:14]=[CH:13][C:6]2[S:7][C:8]([C:10]([O-:12])=[O:11])=[CH:9][C:5]=2[CH:4]=1.[CH:17]([NH3+:20])([CH3:19])[CH3:18]. Given the reactants [F:1][C:2]([F:16])([F:15])[C:3]1[CH:14]=[CH:13][C:6]2[S:7][C:8]([C:10]([OH:12])=[O:11])=[CH:9][C:5]=2[CH:4]=1.[CH:17]([NH2:20])([CH3:19])[CH3:18], predict the reaction product. (3) Given the reactants [Br:1][C:2]1[CH:3]=[CH:4][C:5]([O:15][CH3:16])=[C:6]([C:8]2[N:13]=[C:12](O)[CH:11]=[CH:10][N:9]=2)[CH:7]=1.CN(C)C1C=CC=CC=1.P(Cl)(Cl)([Cl:28])=O, predict the reaction product. The product is: [Br:1][C:2]1[CH:3]=[CH:4][C:5]([O:15][CH3:16])=[C:6]([C:8]2[N:13]=[C:12]([Cl:28])[CH:11]=[CH:10][N:9]=2)[CH:7]=1.